This data is from Reaction yield outcomes from USPTO patents with 853,638 reactions. The task is: Predict the reaction yield, written as a fraction of the theoretical maximum amount of product (1.0 means a 100% yield; for example, 0.34 means a 34% yield). (1) The reactants are C([N:8]1[CH2:13][CH2:12][N:11](CC2C=CC=CC=2)[CH2:10][CH:9]1[CH2:21][O:22][CH3:23])C1C=CC=CC=1. The yield is 0.840. The product is [CH3:23][O:22][CH2:21][CH:9]1[CH2:10][NH:11][CH2:12][CH2:13][NH:8]1. The catalyst is C(O)C.[Pd]. (2) The reactants are CC(C1C=C(C(C)C)C(C2C=CC=CC=2P(C2CCCCC2)C2CCCCC2)=C(C(C)C)C=1)C.[O-]P([O-])([O-])=O.[K+].[K+].[K+].[C:43]1([C@H:49]([O:51][C:52](=[O:61])[NH:53][C:54]2[N:55]([CH3:60])[N:56]=[CH:57][C:58]=2Br)[CH3:50])[CH:48]=[CH:47][CH:46]=[CH:45][CH:44]=1.[CH2:62]([O:64][C:65](=[O:88])[CH2:66][C:67]1[CH:72]=[CH:71][C:70]([C:73]2[CH:78]=[CH:77][C:76](B3OC(C)(C)C(C)(C)O3)=[CH:75][CH:74]=2)=[CH:69][CH:68]=1)[CH3:63]. The catalyst is O.C1(C)C=CC=CC=1.C([O-])(=O)C.[Pd+2].C([O-])(=O)C. The product is [CH3:60][N:55]1[C:54]([NH:53][C:52]([O:51][C@@H:49]([C:43]2[CH:48]=[CH:47][CH:46]=[CH:45][CH:44]=2)[CH3:50])=[O:61])=[C:58]([C:76]2[CH:75]=[CH:74][C:73]([C:70]3[CH:71]=[CH:72][C:67]([CH2:66][C:65]([O:64][CH2:62][CH3:63])=[O:88])=[CH:68][CH:69]=3)=[CH:78][CH:77]=2)[CH:57]=[N:56]1. The yield is 0.291. (3) The reactants are CS([C:5]1[N:6]=[C:7]([CH3:16])[C:8]2[CH:14]=[CH:13][C:12](=[O:15])[NH:11][C:9]=2[N:10]=1)(=O)=O.[C:17]1([N:27]2[CH2:32][CH2:31][N:30]([CH2:33][CH2:34][CH2:35][CH2:36][OH:37])[CH2:29][CH2:28]2)[C:26]2[C:21](=[CH:22][CH:23]=[CH:24][CH:25]=2)[CH:20]=[CH:19][CH:18]=1.CC(C)([O-])C.[Na+]. The catalyst is O1CCOCC1. The product is [CH3:16][C:7]1[C:8]2[CH:14]=[CH:13][C:12](=[O:15])[NH:11][C:9]=2[N:10]=[C:5]([O:37][CH2:36][CH2:35][CH2:34][CH2:33][N:30]2[CH2:31][CH2:32][N:27]([C:17]3[C:26]4[C:21](=[CH:22][CH:23]=[CH:24][CH:25]=4)[CH:20]=[CH:19][CH:18]=3)[CH2:28][CH2:29]2)[N:6]=1. The yield is 0.380. (4) The reactants are [I:1]I.[I-].[K+].[Cl:5][C:6]1[CH:7]=[C:8]([CH:10]=[CH:11][C:12]=1[CH3:13])[NH2:9].C(=O)(O)[O-].[Na+]. The catalyst is O. The product is [Cl:5][C:6]1[C:12]([CH3:13])=[CH:11][C:10]([I:1])=[C:8]([CH:7]=1)[NH2:9]. The yield is 0.240. (5) The reactants are [N:1]([C@H:4]1[C@@H:9]([NH:10][C:11]([C:13]2[NH:14][C:15]([CH3:20])=[C:16]([Cl:19])[C:17]=2[Cl:18])=[O:12])[CH2:8][CH2:7][N:6]([C:21]2[S:22][C:23]([C:26]([O:28][CH3:29])=[O:27])=[CH:24][N:25]=2)[CH2:5]1)=[N+:2]=[N-:3].[CH:30]12CC(C=C1)C=[CH:31]2. No catalyst specified. The product is [Cl:18][C:17]1[C:16]([Cl:19])=[C:15]([CH3:20])[NH:14][C:13]=1[C:11]([NH:10][C@H:9]1[CH2:8][CH2:7][N:6]([C:21]2[S:22][C:23]([C:26]([O:28][CH3:29])=[O:27])=[CH:24][N:25]=2)[CH2:5][C@H:4]1[N:1]1[CH:31]=[CH:30][N:3]=[N:2]1)=[O:12]. The yield is 0.130. (6) The yield is 0.490. The reactants are [C:1]1([C:7](=O)[CH2:8][C:9]2[CH:14]=[CH:13][CH:12]=[CH:11][CH:10]=2)[CH:6]=[CH:5][CH:4]=[CH:3][CH:2]=1.[CH2:16]([O:18][C:19]1[CH:20]=[C:21]([CH:24]=[C:25]([N+:28]([O-:30])=[O:29])[C:26]=1[OH:27])[CH:22]=O)[CH3:17].[NH2:31][C:32]([NH2:34])=[O:33].Cl. The catalyst is CCO.CO.CCOC(C)=O. The product is [CH2:16]([O:18][C:19]1[CH:20]=[C:21]([CH:22]2[C:8]([C:9]3[CH:14]=[CH:13][CH:12]=[CH:11][CH:10]=3)=[C:7]([C:1]3[CH:6]=[CH:5][CH:4]=[CH:3][CH:2]=3)[NH:34][C:32](=[O:33])[NH:31]2)[CH:24]=[C:25]([N+:28]([O-:30])=[O:29])[C:26]=1[OH:27])[CH3:17].